Dataset: Forward reaction prediction with 1.9M reactions from USPTO patents (1976-2016). Task: Predict the product of the given reaction. (1) Given the reactants BrC1C=CC(NC2C(C(O)=O)=CN=C(Cl)C=2Cl)=C(Cl)C=1.O.[NH2:22][NH2:23].[CH2:24]([O:26][C:27](=[O:45])[C:28]1[C:33]([NH:34][C:35]2[CH:40]=[CH:39][C:38]([Br:41])=[CH:37][C:36]=2[Cl:42])=[C:32]([Cl:43])[C:31]([Cl:44])=[N:30][CH:29]=1)[CH3:25], predict the reaction product. The product is: [CH2:24]([O:26][C:27](=[O:45])[C:28]1[C:33]([NH:34][C:35]2[CH:40]=[CH:39][C:38]([Br:41])=[CH:37][C:36]=2[Cl:42])=[C:32]([Cl:43])[C:31]([Cl:44])=[N:30][CH:29]=1)[CH3:25].[CH2:24]([O:26][C:27](=[O:45])[C:28]1[C:33]([NH:34][C:35]2[CH:40]=[CH:39][C:38]([Br:41])=[CH:37][C:36]=2[Cl:42])=[C:32]([Cl:43])[C:31]([NH:22][NH2:23])=[N:30][CH:29]=1)[CH3:25]. (2) Given the reactants [C:1]([C:5]1[CH:10]=[CH:9][C:8]([S:11](Cl)(=[O:13])=[O:12])=[CH:7][CH:6]=1)([CH3:4])([CH3:3])[CH3:2].[CH:15]1[C:24]2[C:19](=[CH:20][CH:21]=[CH:22][CH:23]=2)[C:18]([N:25]2[C:29]([NH2:30])=[CH:28][C:27]([CH3:31])=[N:26]2)=[CH:17][N:16]=1, predict the reaction product. The product is: [C:1]([C:5]1[CH:10]=[CH:9][C:8]([S:11]([NH:30][C:29]2[N:25]([C:18]3[C:19]4[C:24](=[CH:23][CH:22]=[CH:21][CH:20]=4)[CH:15]=[N:16][CH:17]=3)[N:26]=[C:27]([CH3:31])[CH:28]=2)(=[O:13])=[O:12])=[CH:7][CH:6]=1)([CH3:4])([CH3:3])[CH3:2]. (3) Given the reactants Cl[C:2]1[N:3]=[C:4]([N:24]2[CH2:29][CH2:28][O:27][CH2:26][CH2:25]2)[C:5]2[CH:10]=[C:9]([CH2:11][N:12]3[CH2:17][CH2:16][CH:15]([N:18]([CH2:20][CH2:21][O:22][CH3:23])[CH3:19])[CH2:14][CH2:13]3)[S:8][C:6]=2[N:7]=1.[N:30]1[CH:35]=[C:34](B(O)O)[CH:33]=[N:32][CH:31]=1, predict the reaction product. The product is: [CH3:23][O:22][CH2:21][CH2:20][N:18]([CH3:19])[CH:15]1[CH2:16][CH2:17][N:12]([CH2:11][C:9]2[S:8][C:6]3[N:7]=[C:2]([C:34]4[CH:35]=[N:30][CH:31]=[N:32][CH:33]=4)[N:3]=[C:4]([N:24]4[CH2:29][CH2:28][O:27][CH2:26][CH2:25]4)[C:5]=3[CH:10]=2)[CH2:13][CH2:14]1.